This data is from Forward reaction prediction with 1.9M reactions from USPTO patents (1976-2016). The task is: Predict the product of the given reaction. (1) The product is: [OH:33][C:32]1[C:31]2[C:26](=[N:27][CH:28]=[CH:29][CH:30]=2)[N:25]([CH2:34][CH2:35][CH:36]([CH3:37])[CH3:38])[C:24](=[O:39])[C:23]=1[C:18]1[NH:17][C:16]2[CH:40]=[CH:41][C:13]([NH:12][S:2]([NH:5][C:6](=[O:7])[O:11][CH2:10][CH2:9][Cl:8])(=[O:4])=[O:3])=[CH:14][C:15]=2[S:20](=[O:21])(=[O:22])[N:19]=1. Given the reactants Cl[S:2]([N:5]=[C:6]=[O:7])(=[O:4])=[O:3].[Cl:8][CH2:9][CH2:10][OH:11].[NH2:12][C:13]1[CH:41]=[CH:40][C:16]2[NH:17][C:18]([C:23]3[C:24](=[O:39])[N:25]([CH2:34][CH2:35][CH:36]([CH3:38])[CH3:37])[C:26]4[C:31]([C:32]=3[OH:33])=[CH:30][CH:29]=[CH:28][N:27]=4)=[N:19][S:20](=[O:22])(=[O:21])[C:15]=2[CH:14]=1.C(N(CC)CC)C.Cl, predict the reaction product. (2) Given the reactants [N:1]1[CH:6]=[CH:5][CH:4]=[C:3]([CH2:7][NH:8][C:9]([C:11]2[S:15][C:14]([C:16]3[NH:17][N:18]=[CH:19][CH:20]=3)=[N:13][C:12]=2[CH3:21])=[O:10])[CH:2]=1.Br[CH2:23][C:24]1[CH:29]=[CH:28][CH:27]=[C:26]([F:30])[CH:25]=1, predict the reaction product. The product is: [N:1]1[CH:6]=[CH:5][CH:4]=[C:3]([CH2:7][NH:8][C:9]([C:11]2[S:15][C:14]([C:16]3[CH:20]=[CH:19][N:18]([CH2:23][C:24]4[CH:29]=[CH:28][CH:27]=[C:26]([F:30])[CH:25]=4)[N:17]=3)=[N:13][C:12]=2[CH3:21])=[O:10])[CH:2]=1. (3) Given the reactants ClCCl.[Br:4][C:5]1[CH:6]=[C:7]([CH:12]=[C:13]([CH2:16][CH2:17][CH2:18][O:19][CH3:20])[C:14]=1[CH3:15])[C:8](OC)=[O:9], predict the reaction product. The product is: [Br:4][C:5]1[CH:6]=[C:7]([CH2:8][OH:9])[CH:12]=[C:13]([CH2:16][CH2:17][CH2:18][O:19][CH3:20])[C:14]=1[CH3:15]. (4) Given the reactants [CH2:1]1[N:9]2[C:4](=[N:5][S:6](=[O:15])(=[O:14])[C:7]3[CH:13]=[CH:12][CH:11]=[CH:10][C:8]=32)[CH2:3][CH2:2]1.[N+:16]([O-])([O-:18])=[O:17].[K+], predict the reaction product. The product is: [N+:16]([C:12]1[CH:11]=[CH:10][C:8]2[N:9]3[CH2:1][CH2:2][CH2:3][C:4]3=[N:5][S:6](=[O:14])(=[O:15])[C:7]=2[CH:13]=1)([O-:18])=[O:17]. (5) The product is: [F:1][C:2]1[CH:3]=[CH:4][C:5]([O:26][CH3:27])=[C:6]2[C:11]=1[O:10][CH2:9][C@@H:8]([N:12]([CH2:13][CH2:14][CH2:15][C:16]1[C:24]3[C:19](=[CH:20][CH:21]=[C:22]([F:25])[CH:23]=3)[NH:18][CH:17]=1)[CH2:28][CH2:29][CH3:30])[CH2:7]2. Given the reactants [F:1][C:2]1[CH:3]=[CH:4][C:5]([O:26][CH3:27])=[C:6]2[C:11]=1[O:10][CH2:9][C@@H:8]([NH:12][CH2:13][CH2:14][CH2:15][C:16]1[C:24]3[C:19](=[CH:20][CH:21]=[C:22]([F:25])[CH:23]=3)[NH:18][CH:17]=1)[CH2:7]2.[CH:28](=O)[CH2:29][CH3:30].C(O)(=O)C.C([BH3-])#N.[Na+], predict the reaction product.